From a dataset of HIV replication inhibition screening data with 41,000+ compounds from the AIDS Antiviral Screen. Binary Classification. Given a drug SMILES string, predict its activity (active/inactive) in a high-throughput screening assay against a specified biological target. (1) The result is 0 (inactive). The drug is OCC1CCCC1O. (2) The molecule is CCOC(=O)c1sc(Nc2cc(Cl)ccc2Cl)nc1C. The result is 0 (inactive). (3) The drug is CNC1=Nc2ccccc2C(=O)N2CSCC12. The result is 0 (inactive). (4) The drug is Cc1cc(S(=O)(=O)N=c2nc(Nc3ccccc3)[nH]n2C)c(S)cc1Cl. The result is 0 (inactive). (5) The drug is CCN1CC2(CO)CCC(O)C34C5CC6C(OC)CC(OC(C)=O)(C5C6OC(C)=O)C(C(OC)C23)C14. The result is 0 (inactive). (6) The compound is CCOC(=O)C1CC=CC(NC(=O)OC(C)(C)C)C1(c1ccccc1)[N+](=O)[O-]. The result is 0 (inactive). (7) The drug is Cc1ccc(NC(=S)SCCC(=O)O)cc1. The result is 0 (inactive). (8) The result is 0 (inactive). The compound is O=C1CSC(C(N=Nc2ccccc2)=C2Nc3ccccc3N2)=N1.